Dataset: Full USPTO retrosynthesis dataset with 1.9M reactions from patents (1976-2016). Task: Predict the reactants needed to synthesize the given product. (1) Given the product [CH3:1][C@H:2]1[NH:7][C@@H:6]([CH3:8])[CH2:5][N:4]([CH2:9][C:10]2[CH:15]=[CH:14][C:13]([C:16]3[C:17]([S:22]([N:25]4[CH2:30][CH2:29][CH:28]([NH:36][C:35]5[CH:37]=[CH:38][CH:39]=[CH:40][C:34]=5[F:33])[CH2:27][CH2:26]4)(=[O:24])=[O:23])=[N:18][CH:19]=[CH:20][CH:21]=3)=[CH:12][C:11]=2[F:32])[CH2:3]1, predict the reactants needed to synthesize it. The reactants are: [CH3:1][C@H:2]1[NH:7][C@@H:6]([CH3:8])[CH2:5][N:4]([CH2:9][C:10]2[CH:15]=[CH:14][C:13]([C:16]3[C:17]([S:22]([N:25]4[CH2:30][CH2:29][C:28](=O)[CH2:27][CH2:26]4)(=[O:24])=[O:23])=[N:18][CH:19]=[CH:20][CH:21]=3)=[CH:12][C:11]=2[F:32])[CH2:3]1.[F:33][C:34]1[CH:40]=[CH:39][CH:38]=[CH:37][C:35]=1[NH2:36].C(O)(=O)C. (2) Given the product [CH3:3][N:4]=[C:5]([N:25]1[CH2:30][CH2:29][O:28][CH2:27][CH2:26]1)[C:7]1[N:8]=[C:9]([NH2:22])[C:10]([C:13]2[CH:18]=[C:17]([Cl:19])[CH:16]=[C:15]([Cl:20])[C:14]=2[Cl:21])=[CH:11][CH:12]=1, predict the reactants needed to synthesize it. The reactants are: [H-].[Na+].[CH3:3][NH:4][C:5]([C:7]1[CH:12]=[CH:11][C:10]([C:13]2[CH:18]=[C:17]([Cl:19])[CH:16]=[C:15]([Cl:20])[C:14]=2[Cl:21])=[C:9]([NH2:22])[N:8]=1)=S.CI.[NH:25]1[CH2:30][CH2:29][O:28][CH2:27][CH2:26]1.